This data is from Full USPTO retrosynthesis dataset with 1.9M reactions from patents (1976-2016). The task is: Predict the reactants needed to synthesize the given product. The reactants are: [O:1]1[CH2:6][CH2:5][CH:4]([NH:7][CH2:8][C:9]([OH:11])=[O:10])[CH2:3][CH2:2]1.CCN(CC)CC.[O:19](C(OC(C)(C)C)=O)[C:20]([O:22][C:23]([CH3:26])([CH3:25])[CH3:24])=O.Cl.O.P. Given the product [C:23]([O:22][C:20]([N:7]([CH:4]1[CH2:3][CH2:2][O:1][CH2:6][CH2:5]1)[CH2:8][C:9]([OH:11])=[O:10])=[O:19])([CH3:26])([CH3:25])[CH3:24], predict the reactants needed to synthesize it.